The task is: Predict the reactants needed to synthesize the given product.. This data is from Full USPTO retrosynthesis dataset with 1.9M reactions from patents (1976-2016). (1) The reactants are: [O:1]=[C:2]1[N:8]([CH:9]2[CH2:14][CH2:13][N:12]([C:15]([O:17][C@H:18]([CH2:34][C:35]3[CH:40]=[C:39]([C:41]([F:44])([F:43])[F:42])[C:38]([NH2:45])=[C:37]([Cl:46])[CH:36]=3)[C:19]([N:21]3[CH2:26][CH2:25][CH:24]([N:27]4[CH2:32][CH2:31][N:30]([CH3:33])[CH2:29][CH2:28]4)[CH2:23][CH2:22]3)=[O:20])=[O:16])[CH2:11][CH2:10]2)[CH2:7][CH2:6][C:5]2[CH:47]=[CH:48][CH:49]=[CH:50][C:4]=2[NH:3]1.Cl. Given the product [ClH:46].[O:1]=[C:2]1[N:8]([CH:9]2[CH2:14][CH2:13][N:12]([C:15]([O:17][C@H:18]([CH2:34][C:35]3[CH:40]=[C:39]([C:41]([F:43])([F:42])[F:44])[C:38]([NH2:45])=[C:37]([Cl:46])[CH:36]=3)[C:19]([N:21]3[CH2:26][CH2:25][CH:24]([N:27]4[CH2:28][CH2:29][N:30]([CH3:33])[CH2:31][CH2:32]4)[CH2:23][CH2:22]3)=[O:20])=[O:16])[CH2:11][CH2:10]2)[CH2:7][CH2:6][C:5]2[CH:47]=[CH:48][CH:49]=[CH:50][C:4]=2[NH:3]1, predict the reactants needed to synthesize it. (2) Given the product [N:1]([CH2:4][CH:5]([OH:34])[CH2:6][N:7]1[C:12]2[N:13]=[C:14]([NH:35][CH2:38][CH3:39])[N:15]=[CH:16][C:11]=2[CH:10]=[C:9]([C:19]2[CH:24]=[CH:23][C:22]([C:25]3[CH:30]=[N:29][CH:28]=[C:27]([CH3:31])[N:26]=3)=[CH:21][C:20]=2[Cl:32])[C:8]1=[O:33])=[N+:2]=[N-:3], predict the reactants needed to synthesize it. The reactants are: [N:1]([CH2:4][CH:5]([OH:34])[CH2:6][N:7]1[C:12]2[N:13]=[C:14](SC)[N:15]=[CH:16][C:11]=2[CH:10]=[C:9]([C:19]2[CH:24]=[CH:23][C:22]([C:25]3[CH:30]=[N:29][CH:28]=[C:27]([CH3:31])[N:26]=3)=[CH:21][C:20]=2[Cl:32])[C:8]1=[O:33])=[N+:2]=[N-:3].[N:35]([CH2:38][CH:39](O)CN1C2N=C(S(C)(=O)=O)N=CC=2C=C(C2C=CC(C3C=NC=C(C)N=3)=CC=2Cl)C1=O)=[N+]=[N-].C(N)C.C1COCC1.